This data is from Full USPTO retrosynthesis dataset with 1.9M reactions from patents (1976-2016). The task is: Predict the reactants needed to synthesize the given product. (1) Given the product [F:1][C:2]1[CH:3]=[CH:4][C:5]([CH2:6][O:7][C:8]2[CH:17]=[CH:16][C:11]3[C:12]([CH3:15])=[N:13][O:14][C:10]=3[C:9]=2[CH2:18][O:19][Si:31]([C:27]([CH3:30])([CH3:29])[CH3:28])([CH3:34])[CH3:33])=[CH:20][CH:21]=1, predict the reactants needed to synthesize it. The reactants are: [F:1][C:2]1[CH:21]=[CH:20][C:5]([CH2:6][O:7][C:8]2[CH:17]=[CH:16][C:11]3[C:12]([CH3:15])=[N:13][O:14][C:10]=3[C:9]=2[CH2:18][OH:19])=[CH:4][CH:3]=1.N1C=CN=C1.[C:27]([Si:31]([CH3:34])([CH3:33])Cl)([CH3:30])([CH3:29])[CH3:28].O. (2) Given the product [C:1]([O:5][C:6]([N:8]1[C:16]2[C:11](=[CH:12][CH:13]=[CH:14][CH:15]=2)[CH:10]=[C:9]1[C:17]1[C:18](=[O:34])[N:19]([CH2:26][O:27][CH2:28][CH2:29][Si:30]([CH3:31])([CH3:33])[CH3:32])[CH:20]=[C:21]([C:23](=[O:25])[NH:40][C:38]2[CH:39]=[N:35][NH:36][CH:37]=2)[CH:22]=1)=[O:7])([CH3:2])([CH3:3])[CH3:4], predict the reactants needed to synthesize it. The reactants are: [C:1]([O:5][C:6]([N:8]1[C:16]2[C:11](=[CH:12][CH:13]=[CH:14][CH:15]=2)[CH:10]=[C:9]1[C:17]1[C:18](=[O:34])[N:19]([CH2:26][O:27][CH2:28][CH2:29][Si:30]([CH3:33])([CH3:32])[CH3:31])[CH:20]=[C:21]([C:23]([OH:25])=O)[CH:22]=1)=[O:7])([CH3:4])([CH3:3])[CH3:2].[NH:35]1[CH:39]=[C:38]([NH2:40])[CH:37]=[N:36]1.O.ON1C2C=CC=CC=2N=N1.C(N(CC)C(C)C)(C)C.Cl.CN(C)CCCN=C=NCC. (3) Given the product [C:1]([O:5][C:6](=[O:31])[NH:7][CH2:8][CH2:9][O:10][NH:11][C:12]([C@@H:14]1[CH2:20][CH2:19][C@@H:18]2[CH2:21][N:15]1[C:16](=[O:30])[N:17]2[OH:22])=[O:13])([CH3:4])([CH3:2])[CH3:3], predict the reactants needed to synthesize it. The reactants are: [C:1]([O:5][C:6](=[O:31])[NH:7][CH2:8][CH2:9][O:10][NH:11][C:12]([C@@H:14]1[CH2:20][CH2:19][C@@H:18]2[CH2:21][N:15]1[C:16](=[O:30])[N:17]2[O:22]CC1C=CC=CC=1)=[O:13])([CH3:4])([CH3:3])[CH3:2]. (4) Given the product [CH3:18][N:1]1[C:9]2[C:4](=[CH:5][CH:6]=[CH:7][CH:8]=2)[CH:3]=[C:2]1[C:10]([O:12][CH2:13][CH3:14])=[O:11], predict the reactants needed to synthesize it. The reactants are: [NH:1]1[C:9]2[C:4](=[CH:5][CH:6]=[CH:7][CH:8]=2)[CH:3]=[C:2]1[C:10]([O:12][CH2:13][CH3:14])=[O:11].[H-].[Na+].I[CH3:18]. (5) Given the product [CH:24]([O:25][C:2]1[CH:9]=[CH:8][C:5]([C:6]#[N:7])=[CH:4][C:3]=1[N+:10]([O-:12])=[O:11])([CH3:23])[CH3:16], predict the reactants needed to synthesize it. The reactants are: F[C:2]1[CH:9]=[CH:8][C:5]([C:6]#[N:7])=[CH:4][C:3]=1[N+:10]([O-:12])=[O:11].N([C:16]1C=C(C=[CH:23][C:24]=1[O:25]C(F)(F)F)C(N)=O)=C=S. (6) Given the product [N:19]1[C:18]2[CH:14]=[CH:15][S:16][C:17]=2[CH:22]=[N:21][CH:20]=1, predict the reactants needed to synthesize it. The reactants are: S1C=CC=C1.BrBr.I(O)(=O)(=O)=O.Br[C:14]1[C:18]2[N:19]=[C:20](Cl)[N:21]=[CH:22][C:17]=2[S:16][CH:15]=1. (7) Given the product [CH2:12]([NH:19][C:2]1[N:10]=[CH:9][N:8]=[C:7]2[C:3]=1[NH:4][C:5]([Cl:11])=[N:6]2)[C:13]1[CH:18]=[CH:17][CH:16]=[CH:15][CH:14]=1, predict the reactants needed to synthesize it. The reactants are: Cl[C:2]1[N:10]=[CH:9][N:8]=[C:7]2[C:3]=1[NH:4][C:5]([Cl:11])=[N:6]2.[CH2:12]([NH2:19])[C:13]1[CH:18]=[CH:17][CH:16]=[CH:15][CH:14]=1. (8) Given the product [F:9][C:10]([F:32])([F:31])[C:11]([C:20]1[CH:25]=[C:24]([CH2:26][CH2:27][CH3:28])[C:23]([OH:29])=[C:22](/[CH:3]=[CH:4]\[CH3:5])[CH:21]=1)([O:16][CH2:17][O:18][CH3:19])[C:12]([F:15])([F:14])[F:13], predict the reactants needed to synthesize it. The reactants are: [F-].[Cs+].[CH:3](/B(O)O)=[CH:4]/[CH3:5].[F:9][C:10]([F:32])([F:31])[C:11]([C:20]1[CH:25]=[C:24]([CH2:26][CH2:27][CH3:28])[C:23]([OH:29])=[C:22](I)[CH:21]=1)([O:16][CH2:17][O:18][CH3:19])[C:12]([F:15])([F:14])[F:13]. (9) Given the product [Cl:1][C:2]1[CH:25]=[C:24]([C:26]([F:29])([F:27])[F:28])[CH:23]=[CH:22][C:3]=1[CH2:4][N:5]1[C:9](/[CH:10]=[CH:11]/[C:12]([OH:14])=[O:13])=[CH:8][C:7]([O:17][CH2:18][CH:19]2[CH2:21][CH2:20]2)=[N:6]1, predict the reactants needed to synthesize it. The reactants are: [Cl:1][C:2]1[CH:25]=[C:24]([C:26]([F:29])([F:28])[F:27])[CH:23]=[CH:22][C:3]=1[CH2:4][N:5]1[C:9](/[CH:10]=[CH:11]/[C:12]([O:14]CC)=[O:13])=[CH:8][C:7]([O:17][CH2:18][CH:19]2[CH2:21][CH2:20]2)=[N:6]1.[OH-].[Na+].O1CCCC1.